Dataset: Reaction yield outcomes from USPTO patents with 853,638 reactions. Task: Predict the reaction yield, written as a fraction of the theoretical maximum amount of product (1.0 means a 100% yield; for example, 0.34 means a 34% yield). (1) The reactants are [CH2:1]([O:8][C:9]([NH:11][C:12]([CH3:19])([CH3:18])[C:13](OCC)=[O:14])=[O:10])[C:2]1[CH:7]=[CH:6][CH:5]=[CH:4][CH:3]=1.[H-].C([Al+]CC(C)C)C(C)C.[Cr](O[Cr]([O-])(=O)=O)([O-])(=O)=O.[NH+]1C=CC=CC=1.[NH+]1C=CC=CC=1. The catalyst is C1(C)C=CC=CC=1. The product is [CH3:19][C:12]([NH:11][C:9](=[O:10])[O:8][CH2:1][C:2]1[CH:3]=[CH:4][CH:5]=[CH:6][CH:7]=1)([CH3:18])[CH:13]=[O:14]. The yield is 0.473. (2) The reactants are [Cl:1][C:2]1[CH:3]=[C:4]([C:10]2[N:11]=[C:12]3[C:17](=[CH:18][CH:19]=2)[N:16]=[CH:15][C:14]([C:20](=[O:24])[CH:21]([CH3:23])[CH3:22])=[C:13]3[NH:25][C:26]2[CH:27]=[CH:28][C:29]([N:32]3[CH2:37][CH2:36][CH2:35][C@@H:34]([NH:38]C(=O)OC(C)(C)C)[CH2:33]3)=[N:30][CH:31]=2)[CH:5]=[C:6]([F:9])[C:7]=1[OH:8].C(O)(C(F)(F)F)=O. No catalyst specified. The product is [ClH:1].[ClH:1].[ClH:1].[NH2:38][C@@H:34]1[CH2:35][CH2:36][CH2:37][N:32]([C:29]2[N:30]=[CH:31][C:26]([NH:25][C:13]3[C:12]4[C:17](=[CH:18][CH:19]=[C:10]([C:4]5[CH:5]=[C:6]([F:9])[C:7]([OH:8])=[C:2]([Cl:1])[CH:3]=5)[N:11]=4)[N:16]=[CH:15][C:14]=3[C:20](=[O:24])[CH:21]([CH3:22])[CH3:23])=[CH:27][CH:28]=2)[CH2:33]1. The yield is 0.780. (3) The reactants are [C:1]([O:5][C:6](=[O:26])[C:7]1[CH:12]=[CH:11][C:10]([CH2:13][N:14]2[CH:23]=[CH:22][C:21]3[C:16](=[CH:17][C:18](Br)=[CH:19][CH:20]=3)[C:15]2=[O:25])=[CH:9][CH:8]=1)([CH3:4])([CH3:3])[CH3:2].C([CH:30]1C=NN=[N:31]1)C#C.[CH2:35](N(CC)CC)[CH3:36].[CH3:42][N:43]([CH3:46])[CH:44]=O. The catalyst is [Cu]I.C1C=CC([P]([Pd]([P](C2C=CC=CC=2)(C2C=CC=CC=2)C2C=CC=CC=2)([P](C2C=CC=CC=2)(C2C=CC=CC=2)C2C=CC=CC=2)[P](C2C=CC=CC=2)(C2C=CC=CC=2)C2C=CC=CC=2)(C2C=CC=CC=2)C2C=CC=CC=2)=CC=1. The product is [C:1]([O:5][C:6](=[O:26])[C:7]1[CH:12]=[CH:11][C:10]([CH2:13][N:14]2[CH:23]=[CH:22][C:21]3[C:16](=[CH:17][C:18]([C:35]#[C:36][CH2:42][N:43]4[CH:46]=[CH:30][N:31]=[CH:44]4)=[CH:19][CH:20]=3)[C:15]2=[O:25])=[CH:9][CH:8]=1)([CH3:4])([CH3:3])[CH3:2]. The yield is 0.471.